Dataset: hERG Central: cardiac toxicity at 1µM, 10µM, and general inhibition. Task: Predict hERG channel inhibition at various concentrations. (1) Results: hERG_inhib (hERG inhibition (general)): blocker. The molecule is CCOC(=O)C1(Cc2cccc(OC)c2)CCN(Cc2ccc(C)s2)CC1. (2) The drug is N#CC1=C(Nc2ccccc2)SC=C(c2ccc(Cl)c(Cl)c2)N=C1N1CCOCC1. Results: hERG_inhib (hERG inhibition (general)): blocker. (3) The compound is O=C(CSc1cc(Cl)ccc1Cl)Nc1ccc(N2CCOCC2)cc1. Results: hERG_inhib (hERG inhibition (general)): blocker. (4) The compound is Fc1ccccc1NC(=S)N(CCN1CCCCCC1)Cc1cccs1. Results: hERG_inhib (hERG inhibition (general)): blocker. (5) The molecule is COc1cccc(C(=O)Nc2cccc(NC(=O)c3ccccc3Cl)c2)c1. Results: hERG_inhib (hERG inhibition (general)): blocker. (6) The molecule is COc1ccc(OCC(=O)N/N=C(\C)CC(=O)Nc2cccc([N+](=O)[O-])c2)cc1. Results: hERG_inhib (hERG inhibition (general)): blocker.